From a dataset of Catalyst prediction with 721,799 reactions and 888 catalyst types from USPTO. Predict which catalyst facilitates the given reaction. (1) Reactant: [Cl:1][C:2]1[CH:22]=[C:21]([CH2:23][N:24]2[CH2:29][CH2:28][NH:27][CH2:26][CH2:25]2)[CH:20]=[CH:19][C:3]=1[O:4][CH:5]1[CH2:10][CH2:9][N:8]([C:11]2[N:16]=[CH:15][C:14]([CH2:17][CH3:18])=[CH:13][N:12]=2)[CH2:7][CH2:6]1.C(N(CC)CC)C.[Cl:37][CH2:38][CH2:39][CH2:40][S:41](Cl)(=[O:43])=[O:42]. Product: [Cl:1][C:2]1[CH:22]=[C:21]([CH2:23][N:24]2[CH2:25][CH2:26][N:27]([S:41]([CH2:40][CH2:39][CH2:38][Cl:37])(=[O:43])=[O:42])[CH2:28][CH2:29]2)[CH:20]=[CH:19][C:3]=1[O:4][CH:5]1[CH2:6][CH2:7][N:8]([C:11]2[N:16]=[CH:15][C:14]([CH2:17][CH3:18])=[CH:13][N:12]=2)[CH2:9][CH2:10]1. The catalyst class is: 34. (2) Reactant: C([O:3][C:4](=[O:17])[C:5]([CH2:7][O:8][CH2:9][CH2:10][P:11]([O:15][CH3:16])([O:13][CH3:14])=[O:12])=[CH2:6])C.[OH-].[Na+]. Product: [CH3:14][O:13][P:11]([CH2:10][CH2:9][O:8][CH2:7][C:5](=[CH2:6])[C:4]([OH:17])=[O:3])([O:15][CH3:16])=[O:12]. The catalyst class is: 8.